From a dataset of Full USPTO retrosynthesis dataset with 1.9M reactions from patents (1976-2016). Predict the reactants needed to synthesize the given product. Given the product [Cl:27][C:23]1[C:22]([CH3:28])=[CH:21][C:20]([O:19][CH2:18][CH2:17][CH2:16][C:7]2[C:6]3[C:10](=[C:2]([C:34]4[C:30]([CH3:29])=[N:31][NH:32][C:33]=4[CH3:44])[CH:3]=[CH:4][CH:5]=3)[NH:9][C:8]=2[C:11]([OH:13])=[O:12])=[CH:25][C:24]=1[CH3:26], predict the reactants needed to synthesize it. The reactants are: Br[C:2]1[CH:3]=[CH:4][CH:5]=[C:6]2[C:10]=1[NH:9][C:8]([C:11]([O:13]CC)=[O:12])=[C:7]2[CH2:16][CH2:17][CH2:18][O:19][C:20]1[CH:25]=[C:24]([CH3:26])[C:23]([Cl:27])=[C:22]([CH3:28])[CH:21]=1.[CH3:29][C:30]1[C:34](B2OC(C)(C)C(C)(C)O2)=[C:33]([CH3:44])[NH:32][N:31]=1.C([O-])([O-])=O.[Na+].[Na+].[Li+].[OH-].Cl.